From a dataset of Full USPTO retrosynthesis dataset with 1.9M reactions from patents (1976-2016). Predict the reactants needed to synthesize the given product. (1) Given the product [CH:2]([C:3]1[N:4]([CH2:10][C:11]2[CH:16]=[C:15]([C:17]3[CH:22]=[CH:21][CH:20]=[CH:19][CH:18]=3)[CH:14]=[CH:13][C:12]=2[CH3:23])[C:5](=[O:9])[N:6]([CH3:8])[N:7]=1)=[O:1], predict the reactants needed to synthesize it. The reactants are: [OH:1][CH2:2][C:3]1[N:4]([CH2:10][C:11]2[CH:16]=[C:15]([C:17]3[CH:22]=[CH:21][CH:20]=[CH:19][CH:18]=3)[CH:14]=[CH:13][C:12]=2[CH3:23])[C:5](=[O:9])[N:6]([CH3:8])[N:7]=1. (2) Given the product [F:19][C:3]1[C:4]([C:12]2[CH:17]=[CH:16][CH:15]=[CH:14][C:13]=2[F:18])=[N:5][C:6]2[C:11]([C:2]=1[I:25])=[CH:10][CH:9]=[CH:8][CH:7]=2, predict the reactants needed to synthesize it. The reactants are: Cl[C:2]1[C:11]2[C:6](=[CH:7][CH:8]=[CH:9][CH:10]=2)[N:5]=[C:4]([C:12]2[CH:17]=[CH:16][CH:15]=[CH:14][C:13]=2[F:18])[C:3]=1[F:19].C([Li])CCC.[I:25]I. (3) Given the product [F:5][C:4]([F:7])([F:6])[CH:3]([OH:1])[CH2:2][N:20]1[CH2:19][CH:18]=[C:17]([C:14]2[CH:15]=[CH:16][C:11]([N+:8]([O-:10])=[O:9])=[CH:12][CH:13]=2)[CH2:22][CH2:21]1, predict the reactants needed to synthesize it. The reactants are: [O:1]1[CH:3]([C:4]([F:7])([F:6])[F:5])[CH2:2]1.[N+:8]([C:11]1[CH:16]=[CH:15][C:14]([C:17]2[CH2:18][CH2:19][NH:20][CH2:21][CH:22]=2)=[CH:13][CH:12]=1)([O-:10])=[O:9].CCN(C(C)C)C(C)C. (4) The reactants are: [I:1]N1C(=O)CCC1=O.[CH3:9][C:10]1[N:15]([C:16]2[CH:21]=[CH:20][CH:19]=[C:18]([C:22]([F:25])([F:24])[F:23])[CH:17]=2)[C:14](=[O:26])[C:13]([C:27]([NH:29][CH2:30][C:31]2[CH:36]=[CH:35][C:34]([S:37]([CH3:40])(=[O:39])=[O:38])=[CH:33][CH:32]=2)=[O:28])=[CH:12][CH:11]=1.ClCCl. Given the product [I:1][C:11]1[CH:12]=[C:13]([C:27]([NH:29][CH2:30][C:31]2[CH:32]=[CH:33][C:34]([S:37]([CH3:40])(=[O:39])=[O:38])=[CH:35][CH:36]=2)=[O:28])[C:14](=[O:26])[N:15]([C:16]2[CH:21]=[CH:20][CH:19]=[C:18]([C:22]([F:25])([F:23])[F:24])[CH:17]=2)[C:10]=1[CH3:9], predict the reactants needed to synthesize it. (5) Given the product [Cl:1][C:2]1[N:10]=[C:9]2[C:5]([N:6]=[C:7]([CH2:12][N:29]3[CH2:28][CH2:27][N:26]([CH:23]4[CH2:24][CH2:25][O:20][CH2:21][CH2:22]4)[CH2:31][CH2:30]3)[N:8]2[CH3:11])=[C:4]([N:14]2[CH2:19][CH2:18][O:17][CH2:16][CH2:15]2)[N:3]=1, predict the reactants needed to synthesize it. The reactants are: [Cl:1][C:2]1[N:10]=[C:9]2[C:5]([N:6]=[C:7]([CH:12]=O)[N:8]2[CH3:11])=[C:4]([N:14]2[CH2:19][CH2:18][O:17][CH2:16][CH2:15]2)[N:3]=1.[O:20]1[CH2:25][CH2:24][CH:23]([N:26]2[CH2:31][CH2:30][NH:29][CH2:28][CH2:27]2)[CH2:22][CH2:21]1.C(O[BH-](OC(=O)C)OC(=O)C)(=O)C.[Na+]. (6) Given the product [OH:19][C:12]1[CH2:17][CH2:16][CH2:15][C:14](=[O:18])[C:13]=1[C:7](=[O:8])[C:6]1[CH:10]=[CH:11][C:3]([O:2][CH3:1])=[CH:4][CH:5]=1, predict the reactants needed to synthesize it. The reactants are: [CH3:1][O:2][C:3]1[CH:11]=[CH:10][C:6]([C:7](Cl)=[O:8])=[CH:5][CH:4]=1.[C:12]1(=[O:19])[CH2:17][CH2:16][CH2:15][C:14](=[O:18])[CH2:13]1.C(N(CC)CC)C.C[Si](C#N)(C)C. (7) Given the product [C:15]([O:18][CH2:8][NH:7][C:5](=[O:6])[C:4]1[CH:12]=[CH:13][CH:14]=[C:2]([CH3:1])[CH:3]=1)(=[O:17])[CH3:16], predict the reactants needed to synthesize it. The reactants are: [CH3:1][C:2]1[CH:3]=[C:4]([CH:12]=[CH:13][CH:14]=1)[C:5]([NH:7][CH2:8]C(O)=O)=[O:6].[C:15]([O-:18])(=[O:17])[CH3:16].[C:15]([O-:18])(=[O:17])[CH3:16].[C:15]([O-:18])(=[O:17])[CH3:16].[C:15]([O-:18])(=[O:17])[CH3:16].[Pb+4]. (8) Given the product [NH:17]=[C:12]1[CH:11]([CH:8]2[CH2:9][CH2:10][C:5](=[O:4])[CH2:6][CH2:7]2)[C:15](=[NH:16])[O:14][NH:13]1, predict the reactants needed to synthesize it. The reactants are: O1[C:5]2([CH2:10][CH2:9][CH:8]([CH:11]3[C:15](=[NH:16])[O:14][NH:13][C:12]3=[NH:17])[CH2:7][CH2:6]2)[O:4]CC1.Cl. (9) Given the product [N:1]12[CH2:9][CH2:8][CH:5]([CH2:6][CH2:7]1)[N:4]([C:10]1[CH:11]=[C:12]([C:17]([N+:20]([O-:22])=[O:21])=[CH:18][N:19]=1)[C:13]([OH:15])=[O:14])[CH2:3][CH2:2]2, predict the reactants needed to synthesize it. The reactants are: [N:1]12[CH2:9][CH2:8][CH:5]([CH2:6][CH2:7]1)[N:4]([C:10]1[CH:11]=[C:12]([C:17]([N+:20]([O-:22])=[O:21])=[CH:18][N:19]=1)[C:13]([O:15]C)=[O:14])[CH2:3][CH2:2]2.[OH-].[Li+].CO.O. (10) Given the product [Cl:38][C:15]1[C:16]2[NH:25][C:19]3[C:18]([C:17]=2[C:12]([C:8]2[CH:9]=[CH:10][CH:11]=[C:6]([S:3]([CH2:1][CH3:2])(=[O:5])=[O:4])[CH:7]=2)=[CH:13][N:14]=1)=[CH:23][C:22]([CH3:24])=[CH:21][N:20]=3, predict the reactants needed to synthesize it. The reactants are: [CH2:1]([S:3]([C:6]1[CH:7]=[C:8]([C:12]2[C:17]3[C:18]4[C:19]([NH:25][C:16]=3[C:15](=O)[N:14](CC3C=CC(OC)=CC=3)[CH:13]=2)=[N:20][CH:21]=[C:22]([CH3:24])[CH:23]=4)[CH:9]=[CH:10][CH:11]=1)(=[O:5])=[O:4])[CH3:2].O=P(Cl)(Cl)[Cl:38].